This data is from Full USPTO retrosynthesis dataset with 1.9M reactions from patents (1976-2016). The task is: Predict the reactants needed to synthesize the given product. (1) The reactants are: [C:1](=[O:8])([O:3]C(C)(C)C)[NH2:2].[OH-].[Na+].ClOC(C)(C)C.CC[C@@H]1[C@@H]2C[C@H]([C@@H](OC3C4C(=CC=CC=4)C(O[C@@H](C4C=CN=C5C=4C=C(OC)C=C5)[C@@H]4N5C[C@H](CC)[C@@H](CC5)C4)=NN=3)C3C=CN=C4C=3C=C(OC)C=C4)N(CC2)C1.[Br:75][C:76]1[CH:77]=[C:78](/[CH:82]=[CH:83]/[C:84]2[CH:85]=[C:86]([CH:89]=[CH:90][CH:91]=2)[C:87]#[N:88])[CH:79]=[N:80][CH:81]=1.CC(C)([O-])C.[K+]. Given the product [Br:75][C:76]1[CH:77]=[C:78]([C@@H:82]2[C@@H:83]([C:84]3[CH:85]=[C:86]([CH:89]=[CH:90][CH:91]=3)[C:87]#[N:88])[O:8][C:1](=[O:3])[NH:2]2)[CH:79]=[N:80][CH:81]=1, predict the reactants needed to synthesize it. (2) Given the product [O:32]=[C:28]1[CH2:29][CH2:30][CH2:31][N:27]1[C:2]1[N:3]=[CH:4][C:5]([O:8][C:9]2[CH:26]=[CH:25][C:12]3[CH2:13][CH2:14][N:15]([C:18]([O:20][C:21]([CH3:24])([CH3:23])[CH3:22])=[O:19])[CH2:16][CH2:17][C:11]=3[CH:10]=2)=[N:6][CH:7]=1, predict the reactants needed to synthesize it. The reactants are: Cl[C:2]1[N:3]=[CH:4][C:5]([O:8][C:9]2[CH:26]=[CH:25][C:12]3[CH2:13][CH2:14][N:15]([C:18]([O:20][C:21]([CH3:24])([CH3:23])[CH3:22])=[O:19])[CH2:16][CH2:17][C:11]=3[CH:10]=2)=[N:6][CH:7]=1.[NH:27]1[CH2:31][CH2:30][CH2:29][C:28]1=[O:32].C(=O)([O-])[O-].[K+].[K+].CN(C)CCN. (3) Given the product [Cl:1][C:2]1[CH:3]=[C:4]([C:12]2[O:16][N:15]=[C:14]([C:17]3[CH:18]=[C:19]4[C:23](=[CH:24][CH:25]=3)[N:22]([CH:33]([F:40])[C:34]([F:39])([F:38])[C:35]([OH:37])=[O:36])[CH:21]=[CH:20]4)[N:13]=2)[CH:5]=[CH:6][C:7]=1[O:8][CH:9]([CH3:11])[CH3:10], predict the reactants needed to synthesize it. The reactants are: [Cl:1][C:2]1[CH:3]=[C:4]([C:12]2[O:16][N:15]=[C:14]([C:17]3[CH:18]=[C:19]4[C:23](=[CH:24][CH:25]=3)[NH:22][CH:21]=[CH:20]4)[N:13]=2)[CH:5]=[CH:6][C:7]=1[O:8][CH:9]([CH3:11])[CH3:10].C([O-])([O-])=O.[Cs+].[Cs+].Br[CH:33]([F:40])[C:34]([F:39])([F:38])[C:35]([OH:37])=[O:36]. (4) Given the product [F:19][C:20]1[CH:25]=[CH:24][C:23]([N:26]2[CH2:31][CH2:30][N:29]([CH2:2][C:3]3[CH:12]=[N:11][C:10]4[N:9]5[CH2:13][CH2:14][CH2:15][C@H:8]5[C:7](=[O:16])[NH:6][C:5]=4[CH:4]=3)[CH2:28][CH2:27]2)=[C:22]([CH3:32])[CH:21]=1, predict the reactants needed to synthesize it. The reactants are: O[CH2:2][C:3]1[CH:12]=[N:11][C:10]2[N:9]3[CH2:13][CH2:14][CH2:15][C@H:8]3[C:7](=[O:16])[NH:6][C:5]=2[CH:4]=1.Cl.Cl.[F:19][C:20]1[CH:25]=[CH:24][C:23]([N:26]2[CH2:31][CH2:30][NH:29][CH2:28][CH2:27]2)=[C:22]([CH3:32])[CH:21]=1.[I-].C(C[P+](C)(C)C)#N.C(N(CC)C(C)C)(C)C. (5) The reactants are: [Se]=[O:2].[CH3:3][C:4]1[C:13]2[C:8](=[CH:9][C:10]([O:14][CH3:15])=[CH:11][CH:12]=2)[N:7]=[CH:6][CH:5]=1. Given the product [CH3:15][O:14][C:10]1[CH:9]=[C:8]2[C:13]([C:4]([CH:3]=[O:2])=[CH:5][CH:6]=[N:7]2)=[CH:12][CH:11]=1, predict the reactants needed to synthesize it. (6) Given the product [O:62]=[S:53]1(=[O:63])[C:52]2[C:47](=[CH:48][CH:49]=[CH:50][CH:51]=2)[C:46]2[C:55](=[C:56]3[C:61](=[C:44]([C:1](=[O:3])[CH3:2])[CH:45]=2)[CH:60]=[CH:59][CH:58]=[N:57]3)[NH:54]1, predict the reactants needed to synthesize it. The reactants are: [CH:1]([O:3]CCCC)=[CH2:2].C1(P(C2C=CC=CC=2)CCCP(C2C=CC=CC=2)C2C=CC=CC=2)C=CC=CC=1.C([O-])([O-])=O.[K+].[K+].Br[C:44]1[CH:45]=[C:46]2[C:55](=[C:56]3[C:61]=1[CH:60]=[CH:59][CH:58]=[N:57]3)[NH:54][S:53](=[O:63])(=[O:62])[C:52]1[C:47]2=[CH:48][CH:49]=[CH:50][CH:51]=1. (7) The reactants are: Br[C:2]1[CH:7]=[C:6]([Cl:8])[N:5]=[N:4][C:3]=1[NH2:9].Br[CH2:11][C:12]([C:14]1[CH:15]=[N:16][CH:17]=[CH:18][CH:19]=1)=O.O1CCOCC1.[NH:26]1[CH2:31][CH2:30][O:29][CH2:28][CH2:27]1. Given the product [Cl:8][C:6]1[CH:7]=[C:2]([N:26]2[CH2:31][CH2:30][O:29][CH2:28][CH2:27]2)[C:3]2[N:4]([CH:11]=[C:12]([C:14]3[CH:15]=[N:16][CH:17]=[CH:18][CH:19]=3)[N:9]=2)[N:5]=1, predict the reactants needed to synthesize it.